This data is from Forward reaction prediction with 1.9M reactions from USPTO patents (1976-2016). The task is: Predict the product of the given reaction. (1) Given the reactants [C:1]([O:5][C:6](=[O:24])[NH:7][C@@H:8]1[C:14](=[O:15])[NH:13][C:12]2[CH:16]=[CH:17][CH:18]=[CH:19][C:11]=2[C:10]2[CH:20]=[CH:21][CH:22]=[CH:23][C:9]1=2)([CH3:4])([CH3:3])[CH3:2].[F:25][C:26]1[CH:35]=[CH:34][C:29]([O:30][CH2:31][CH2:32]Br)=[CH:28][CH:27]=1, predict the reaction product. The product is: [C:1]([O:5][C:6](=[O:24])[NH:7][C@@H:8]1[C:14](=[O:15])[N:13]([CH2:32][CH2:31][O:30][C:29]2[CH:34]=[CH:35][C:26]([F:25])=[CH:27][CH:28]=2)[C:12]2[CH:16]=[CH:17][CH:18]=[CH:19][C:11]=2[C:10]2[CH:20]=[CH:21][CH:22]=[CH:23][C:9]1=2)([CH3:4])([CH3:2])[CH3:3]. (2) Given the reactants Br[C:2]1[CH:7]=[CH:6][C:5]([C:8](=[C:16]2[CH2:21][C:20]([CH3:23])([CH3:22])[CH2:19][C:18]([CH3:25])([CH3:24])[CH2:17]2)[C:9]2[CH:14]=[CH:13][C:12]([OH:15])=[CH:11][CH:10]=2)=[CH:4][CH:3]=1.[CH3:26][O:27][C:28]([C:30]1[CH:35]=[CH:34][CH:33]=[CH:32][C:31]=1B(O)O)=[O:29].C([O-])([O-])=O.[Na+].[Na+], predict the reaction product. The product is: [OH:15][C:12]1[CH:11]=[CH:10][C:9]([C:8](=[C:16]2[CH2:21][C:20]([CH3:22])([CH3:23])[CH2:19][C:18]([CH3:24])([CH3:25])[CH2:17]2)[C:5]2[CH:6]=[CH:7][C:2]([C:31]3[C:30]([C:28]([O:27][CH3:26])=[O:29])=[CH:35][CH:34]=[CH:33][CH:32]=3)=[CH:3][CH:4]=2)=[CH:14][CH:13]=1. (3) The product is: [CH3:42][O:43][C:44]1[C:45]2[N:58]=[C:57]([NH:59][C:8](=[O:10])[CH2:7][CH:4]3[CH2:3][CH2:2][O:1][CH2:6][CH2:5]3)[S:56][C:46]=2[C:47]([N:50]2[CH2:51][CH2:52][O:53][CH2:54][CH2:55]2)=[N:48][CH:49]=1. Given the reactants [O:1]1[CH2:6][CH2:5][CH:4]([CH2:7][C:8]([OH:10])=O)[CH2:3][CH2:2]1.CN(C(ON1N=NC2C=CC=NC1=2)=[N+](C)C)C.F[P-](F)(F)(F)(F)F.CN1CCOCC1.[CH3:42][O:43][C:44]1[C:45]2[N:58]=[C:57]([NH2:59])[S:56][C:46]=2[C:47]([N:50]2[CH2:55][CH2:54][O:53][CH2:52][CH2:51]2)=[N:48][CH:49]=1, predict the reaction product. (4) Given the reactants C[O:2][CH2:3][C@@:4]([CH3:10])([CH:8]=[CH2:9])[C:5]([OH:7])=[O:6].B(Br)(Br)Br.[CH3:15]O, predict the reaction product. The product is: [CH3:15][O:7][C:5](=[O:6])[C@:4]([CH2:3][OH:2])([CH3:10])[CH:8]=[CH2:9].